The task is: Predict the reactants needed to synthesize the given product.. This data is from Full USPTO retrosynthesis dataset with 1.9M reactions from patents (1976-2016). (1) Given the product [ClH:9].[CH:1]1([C:7](=[NH:8])[O:12][CH2:10][CH3:11])[CH2:6][CH2:5][CH2:4][CH2:3][CH2:2]1, predict the reactants needed to synthesize it. The reactants are: [CH:1]1([C:7]#[N:8])[CH2:6][CH2:5][CH2:4][CH2:3][CH2:2]1.[ClH:9].[CH2:10]([OH:12])[CH3:11]. (2) Given the product [CH3:1][N:4]([CH3:8])[CH:5]=[CH:10][C:9]([C:8]1[N:4]([CH:1]([CH3:3])[CH3:2])[C:5]([CH2:12][O:13][CH3:14])=[N:6][CH:7]=1)=[O:11], predict the reactants needed to synthesize it. The reactants are: [CH:1]([N:4]1[C:8]([C:9](=[O:11])[CH3:10])=[CH:7][N:6]=[C:5]1[CH2:12][O:13][CH3:14])([CH3:3])[CH3:2]. (3) Given the product [Cl:1][C:2]1[C:3](=[O:23])[N:4]([CH2:11][CH2:12][C:13]2[CH:14]=[CH:15][C:16]([C:17]([O:19][CH3:20])=[O:18])=[CH:21][CH:22]=2)[C:5]([CH3:10])=[C:6]([CH2:8][CH3:9])[CH:7]=1, predict the reactants needed to synthesize it. The reactants are: [Cl:1][C:2]1[C:3](=[O:23])[N:4]([CH2:11][CH2:12][C:13]2[CH:22]=[CH:21][C:16]([C:17]([O:19][CH3:20])=[O:18])=[CH:15][CH:14]=2)[C:5]([CH3:10])=[C:6]([CH:8]=[CH2:9])[CH:7]=1.